Dataset: Full USPTO retrosynthesis dataset with 1.9M reactions from patents (1976-2016). Task: Predict the reactants needed to synthesize the given product. (1) Given the product [CH3:15][C:6]1[C:7]2[CH2:11][O:10][C:9](=[O:12])[C:8]=2[CH:13]=[CH:14][C:5]=1[CH:3]([CH3:4])[CH:2]=[O:1], predict the reactants needed to synthesize it. The reactants are: [OH:1][CH2:2][CH:3]([C:5]1[CH:14]=[CH:13][C:8]2[C:9](=[O:12])[O:10][CH2:11][C:7]=2[C:6]=1[CH3:15])[CH3:4].CC(OI1(OC(C)=O)(OC(C)=O)OC(=O)C2C1=CC=CC=2)=O.[O-]S([O-])(=S)=O.[Na+].[Na+].O. (2) Given the product [CH3:2][C:3]1[CH:8]=[CH:7][N:6]=[C:5]([N:9]2[CH2:10][CH2:11][N:12]([CH2:30][CH2:29][CH2:28][CH2:27][O:26][C:22]3[N:23]=[C:24]4[C:19]([CH2:18][CH2:17][C:16](=[O:15])[NH:25]4)=[CH:20][CH:21]=3)[CH2:13][CH2:14]2)[N:4]=1, predict the reactants needed to synthesize it. The reactants are: Cl.[CH3:2][C:3]1[CH:8]=[CH:7][N:6]=[C:5]([N:9]2[CH2:14][CH2:13][NH:12][CH2:11][CH2:10]2)[N:4]=1.[O:15]=[C:16]1[NH:25][C:24]2[N:23]=[C:22]([O:26][CH2:27][CH2:28][CH2:29][CH:30]=O)[CH:21]=[CH:20][C:19]=2[CH2:18][CH2:17]1.